From a dataset of Full USPTO retrosynthesis dataset with 1.9M reactions from patents (1976-2016). Predict the reactants needed to synthesize the given product. (1) Given the product [CH2:1]([N:8]1[C:12]([NH:13][CH:18]2[CH2:19][CH2:20][O:15][CH2:16][CH2:17]2)=[C:11]([CH3:14])[CH:10]=[N:9]1)[C:2]1[CH:3]=[CH:4][CH:5]=[CH:6][CH:7]=1, predict the reactants needed to synthesize it. The reactants are: [CH2:1]([N:8]1[C:12]([NH2:13])=[C:11]([CH3:14])[CH:10]=[N:9]1)[C:2]1[CH:7]=[CH:6][CH:5]=[CH:4][CH:3]=1.[O:15]1[CH2:20][CH2:19][C:18](=O)[CH2:17][CH2:16]1.C([BH3-])#N.[Na+].O. (2) Given the product [ClH:36].[ClH:36].[NH2:7][C@@H:8]([C:9]1[CH:14]=[CH:13][CH:12]=[CH:11][CH:10]=1)[C:15]([N:16]([C:26]1[CH:31]=[CH:30][C:29]([CH3:32])=[C:28]([CH3:33])[CH:27]=1)[CH2:17][CH2:18][C:19]1[CH:24]=[CH:23][C:22]([CH3:25])=[CH:21][N:20]=1)=[O:34], predict the reactants needed to synthesize it. The reactants are: C(OC(=O)[NH:7][C@H:8]([C:15](=[O:34])[N:16]([C:26]1[CH:31]=[CH:30][C:29]([CH3:32])=[C:28]([CH3:33])[CH:27]=1)[CH2:17][CH2:18][C:19]1[CH:24]=[CH:23][C:22]([CH3:25])=[CH:21][N:20]=1)[C:9]1[CH:14]=[CH:13][CH:12]=[CH:11][CH:10]=1)(C)(C)C.[ClH:36]. (3) The reactants are: Br[C:2]1[S:6][C:5]([C:7]2[CH:8]=[CH:9][C:10]([CH2:15][CH:16]([CH3:18])[CH3:17])=[C:11]([CH:14]=2)[C:12]#[N:13])=[N:4][CH:3]=1.[CH2:19]([C:21]1[C:28](B2OC(C)(C)C(C)(C)O2)=[CH:27][CH:26]=[CH:25][C:22]=1[CH:23]=[O:24])[CH3:20].C([O-])([O-])=O.[Cs+].[Cs+]. Given the product [CH2:19]([C:21]1[C:22]([CH:23]=[O:24])=[CH:25][CH:26]=[CH:27][C:28]=1[C:2]1[S:6][C:5]([C:7]2[CH:8]=[CH:9][C:10]([CH2:15][CH:16]([CH3:18])[CH3:17])=[C:11]([CH:14]=2)[C:12]#[N:13])=[N:4][CH:3]=1)[CH3:20], predict the reactants needed to synthesize it. (4) Given the product [C:15]([C:14]1[N:10]=[C:9]([C:5]2[CH:6]=[CH:7][CH:8]=[C:3]([O:2][CH3:1])[CH:4]=2)[S:11][CH:13]=1)([CH3:18])([CH3:17])[CH3:16], predict the reactants needed to synthesize it. The reactants are: [CH3:1][O:2][C:3]1[CH:4]=[C:5]([C:9](=[S:11])[NH2:10])[CH:6]=[CH:7][CH:8]=1.Br[CH2:13][C:14](=O)[C:15]([CH3:18])([CH3:17])[CH3:16].O.